This data is from Forward reaction prediction with 1.9M reactions from USPTO patents (1976-2016). The task is: Predict the product of the given reaction. (1) Given the reactants [Br:1][C:2]1[S:6][C:5]([C:7]2[CH:12]=[CH:11][N:10]=[C:9](S(C)=O)[N:8]=2)=[CH:4][CH:3]=1.[NH2:16][CH:17]1[CH2:22][C:21]([CH3:24])([CH3:23])[NH:20][C:19]([CH3:26])([CH3:25])[CH2:18]1, predict the reaction product. The product is: [Br:1][C:2]1[S:6][C:5]([C:7]2[CH:12]=[CH:11][N:10]=[C:9]([NH:16][CH:17]3[CH2:18][C:19]([CH3:26])([CH3:25])[NH:20][C:21]([CH3:24])([CH3:23])[CH2:22]3)[N:8]=2)=[CH:4][CH:3]=1. (2) Given the reactants Cl[C:2]1[C:3]([C:16]2[CH:21]=[CH:20][C:19]([F:22])=[CH:18][CH:17]=2)=[N:4][C:5]2[C:10]([N:11]=1)=[CH:9][C:8]([C:12]([O:14][CH3:15])=[O:13])=[CH:7][CH:6]=2.CCN(C(C)C)C(C)C.[CH2:32]([NH:36][CH3:37])[CH:33]([CH3:35])[CH3:34], predict the reaction product. The product is: [F:22][C:19]1[CH:20]=[CH:21][C:16]([C:3]2[C:2]([N:36]([CH2:32][CH:33]([CH3:35])[CH3:34])[CH3:37])=[N:11][C:10]3[C:5](=[CH:6][CH:7]=[C:8]([C:12]([O:14][CH3:15])=[O:13])[CH:9]=3)[N:4]=2)=[CH:17][CH:18]=1. (3) The product is: [ClH:30].[NH2:26][CH2:25][C:19]1([C:16]2[CH:15]=[CH:14][C:13]([S:10]([NH:9][C:7]3[S:8][C:4]([CH:1]([CH3:3])[CH3:2])=[N:5][N:6]=3)(=[O:12])=[O:11])=[CH:18][CH:17]=2)[CH2:24][CH2:23][CH2:22][CH2:21][CH2:20]1. Given the reactants [CH:1]([C:4]1[S:8][C:7]([NH:9][S:10]([C:13]2[CH:18]=[CH:17][C:16]([C:19]3([CH2:25][NH:26]C(=O)C)[CH2:24][CH2:23][CH2:22][CH2:21][CH2:20]3)=[CH:15][CH:14]=2)(=[O:12])=[O:11])=[N:6][N:5]=1)([CH3:3])[CH3:2].[ClH:30], predict the reaction product. (4) Given the reactants Br[CH2:2][C:3]1[C:7]([C:8](=[O:16])[NH:9][N:10]2[CH2:15][CH2:14][CH2:13][CH2:12][CH2:11]2)=[N:6][N:5]([C:17]2[CH:22]=[CH:21][C:20]([Cl:23])=[CH:19][C:18]=2[Cl:24])[C:4]=1[C:25]1[CH:30]=[CH:29][C:28]([O:31][S:32]([CH2:35][CH2:36][CH3:37])(=[O:34])=[O:33])=[CH:27][CH:26]=1.[C:38]1(=[O:48])[NH:42][C:41](=[O:43])[C:40]2=[CH:44][CH:45]=[CH:46][CH:47]=[C:39]12.[K].O, predict the reaction product. The product is: [Cl:24][C:18]1[CH:19]=[C:20]([Cl:23])[CH:21]=[CH:22][C:17]=1[N:5]1[C:4]([C:25]2[CH:30]=[CH:29][C:28]([O:31][S:32]([CH2:35][CH2:36][CH3:37])(=[O:34])=[O:33])=[CH:27][CH:26]=2)=[C:3]([CH2:2][N:42]2[C:38](=[O:48])[C:39]3[C:40](=[CH:44][CH:45]=[CH:46][CH:47]=3)[C:41]2=[O:43])[C:7]([C:8](=[O:16])[NH:9][N:10]2[CH2:11][CH2:12][CH2:13][CH2:14][CH2:15]2)=[N:6]1. (5) Given the reactants [CH3:1][O:2][C:3]1[CH:4]=[C:5]([C:14]2[N:18]([C:19]3[CH:20]=[N:21][CH:22]=[CH:23][CH:24]=3)[N:17]=[C:16]([C:25]([OH:27])=O)[CH:15]=2)[CH:6]=[C:7]([O:9][C:10]([F:13])([F:12])[F:11])[CH:8]=1.ClC1C=C(C2N(C3C=NC=CC=3)N=C(C([N:49]3[CH2:54][CH2:53][NH:52][C:51](=[O:55])[CH2:50]3)=O)C=2)C=C(F)C=1.O=C1CNCCN1, predict the reaction product. The product is: [CH3:1][O:2][C:3]1[CH:4]=[C:5]([C:14]2[N:18]([C:19]3[CH:20]=[N:21][CH:22]=[CH:23][CH:24]=3)[N:17]=[C:16]([C:25]([N:49]3[CH2:54][CH2:53][NH:52][C:51](=[O:55])[CH2:50]3)=[O:27])[CH:15]=2)[CH:6]=[C:7]([O:9][C:10]([F:13])([F:11])[F:12])[CH:8]=1. (6) Given the reactants Cl.[NH2:2][C@H:3]([C:8]1[CH:13]=[CH:12][CH:11]=[CH:10][CH:9]=1)[C:4]([O:6][CH3:7])=[O:5].CCN(CC)CC.[F:21][C:22]([F:33])([F:32])[C:23](O[C:23](=[O:24])[C:22]([F:33])([F:32])[F:21])=[O:24], predict the reaction product. The product is: [C:8]1([C@@H:3]([NH:2][C:23](=[O:24])[C:22]([F:33])([F:32])[F:21])[C:4]([O:6][CH3:7])=[O:5])[CH:13]=[CH:12][CH:11]=[CH:10][CH:9]=1. (7) Given the reactants C([O:5][C:6](=[O:33])[CH:7]([N:10]1[C:14]2[CH:15]=[C:16]([C:19]#[N:20])[CH:17]=[CH:18][C:13]=2[N:12]([S:21]([C:24]2[CH:29]=[CH:28][C:27]([O:30][CH3:31])=[CH:26][CH:25]=2)(=[O:23])=[O:22])[C:11]1=[O:32])[CH2:8][CH3:9])(C)(C)C.FC(F)(F)C(O)=O, predict the reaction product. The product is: [C:19]([C:16]1[CH:17]=[CH:18][C:13]2[N:12]([S:21]([C:24]3[CH:25]=[CH:26][C:27]([O:30][CH3:31])=[CH:28][CH:29]=3)(=[O:23])=[O:22])[C:11](=[O:32])[N:10]([CH:7]([CH2:8][CH3:9])[C:6]([OH:33])=[O:5])[C:14]=2[CH:15]=1)#[N:20].